This data is from Forward reaction prediction with 1.9M reactions from USPTO patents (1976-2016). The task is: Predict the product of the given reaction. (1) Given the reactants C([O:9][C@H:10]1[C@@H:17]2[N:13]([N:14]=[C:15]([C:25]3[CH:30]=[CH:29][C:28]([C:31]#[N:32])=[C:27]([Cl:33])[C:26]=3[CH3:34])[C@H:16]2[O:18][CH:19]2[CH2:24][CH2:23][CH2:22][CH2:21][O:20]2)[CH2:12][CH2:11]1)(=O)C1C=CC=CC=1.O[Li].O, predict the reaction product. The product is: [Cl:33][C:27]1[C:26]([CH3:34])=[C:25]([C:15]2[C@@H:16]([O:18][CH:19]3[CH2:24][CH2:23][CH2:22][CH2:21][O:20]3)[C@@H:17]3[C@H:10]([OH:9])[CH2:11][CH2:12][N:13]3[N:14]=2)[CH:30]=[CH:29][C:28]=1[C:31]#[N:32]. (2) Given the reactants Br[C:2]1[CH:11]=[CH:10][CH:9]=[C:8]2[C:3]=1[CH:4]=[CH:5][N:6]=[C:7]2[NH:12][CH2:13][CH2:14][CH2:15][N:16]([CH3:18])[CH3:17].CC1(C)C(C)(C)OB([C:27]2[CH:28]=[C:29]3[C:34](=[CH:35][CH:36]=2)[CH:33]=[C:32]([NH:37][C:38]([C:40]2[S:41][CH:42]=[CH:43][CH:44]=2)=[O:39])[CH:31]=[CH:30]3)O1.C(=O)([O-])[O-].[K+].[K+], predict the reaction product. The product is: [CH3:17][N:16]([CH3:18])[CH2:15][CH2:14][CH2:13][NH:12][C:7]1[C:8]2[C:3](=[C:2]([C:27]3[CH:28]=[C:29]4[C:34](=[CH:35][CH:36]=3)[CH:33]=[C:32]([NH:37][C:38]([C:40]3[S:41][CH:42]=[CH:43][CH:44]=3)=[O:39])[CH:31]=[CH:30]4)[CH:11]=[CH:10][CH:9]=2)[CH:4]=[CH:5][N:6]=1. (3) Given the reactants [F:1][C:2]([F:19])([F:18])[C:3]([N:5]1[CH2:8][CH:7]([CH2:9][C:10]2[CH:15]=[CH:14][CH:13]=[CH:12][C:11]=2[O:16][CH3:17])[CH2:6]1)=[O:4].[Na+].[Br-:21].OOS([O-])=O.[K+].S(S([O-])=O)([O-])(=O)=O.[Na+].[Na+], predict the reaction product. The product is: [Br:21][C:14]1[CH:13]=[CH:12][C:11]([O:16][CH3:17])=[C:10]([CH:15]=1)[CH2:9][CH:7]1[CH2:6][N:5]([C:3](=[O:4])[C:2]([F:1])([F:18])[F:19])[CH2:8]1. (4) Given the reactants [H-].[Na+].[CH2:3]([NH:7][C:8]([C:10]1[C@:11]2([CH2:27][CH2:26][C@H:25]3[C@@H:16]([CH2:17][CH2:18][C:19]4[CH:20]=[C:21]([OH:28])[CH:22]=[CH:23][C:24]=43)[C@@H:13]2[CH2:14][CH:15]=1)[CH3:12])=[O:9])[CH2:4][CH2:5][CH3:6].Cl[S:30]([NH2:33])(=[O:32])=[O:31].C(=O)(O)[O-].[Na+], predict the reaction product. The product is: [S:30](=[O:32])(=[O:31])([O:28][C:21]1[CH:22]=[CH:23][C:24]2[C@@H:25]3[C@H:16]([C@H:13]4[C@@:11]([CH2:27][CH2:26]3)([CH3:12])[C:10]([C:8](=[O:9])[NH:7][CH2:3][CH2:4][CH2:5][CH3:6])=[CH:15][CH2:14]4)[CH2:17][CH2:18][C:19]=2[CH:20]=1)[NH2:33]. (5) Given the reactants [Br:1][C:2]1[C:3]([Cl:11])=[N:4][CH:5]=[C:6]([CH:10]=1)[C:7]([OH:9])=O.[F:12][C:13]([F:24])([F:23])[S:14]([C:16]1[CH:22]=[CH:21][C:19]([NH2:20])=[CH:18][CH:17]=1)=[O:15], predict the reaction product. The product is: [Br:1][C:2]1[C:3]([Cl:11])=[N:4][CH:5]=[C:6]([CH:10]=1)[C:7]([NH:20][C:19]1[CH:21]=[CH:22][C:16]([S:14]([C:13]([F:24])([F:12])[F:23])=[O:15])=[CH:17][CH:18]=1)=[O:9]. (6) Given the reactants [Cl:1][C:2]1[CH:17]=[CH:16][C:5]2[NH:6][C:7]3[CH:15]=[CH:14][CH:13]=[CH:12][C:8]=3[C:9](=O)[NH:10][C:4]=2[CH:3]=1.O=P(Cl)(Cl)[Cl:20].C1(C)C=CC=CC=1, predict the reaction product. The product is: [Cl:1][C:2]1[CH:17]=[CH:16][C:5]2[NH:6][C:7]3[CH:15]=[CH:14][CH:13]=[CH:12][C:8]=3[C:9]([Cl:20])=[N:10][C:4]=2[CH:3]=1.